From a dataset of Reaction yield outcomes from USPTO patents with 853,638 reactions. Predict the reaction yield, written as a fraction of the theoretical maximum amount of product (1.0 means a 100% yield; for example, 0.34 means a 34% yield). (1) The reactants are [CH3:1][O:2][C:3]1[C:7]2[C:8](=[O:25])[N:9]([CH2:16][C:17](=[O:24])[C:18]3[CH:23]=[CH:22][CH:21]=[CH:20][CH:19]=3)[C:10]3[CH:11]=[CH:12][CH:13]=[CH:14][C:15]=3[C:6]=2[S:5][C:4]=1[C:26]([NH:28][CH2:29][CH2:30][NH:31][CH:32]([CH3:34])[CH3:33])=[O:27].C(OC(=O)C)C.[ClH:41]. The catalyst is C(OCC)(=O)C. The product is [ClH:41].[CH3:1][O:2][C:3]1[C:7]2[C:8](=[O:25])[N:9]([CH2:16][C:17](=[O:24])[C:18]3[CH:23]=[CH:22][CH:21]=[CH:20][CH:19]=3)[C:10]3[CH:11]=[CH:12][CH:13]=[CH:14][C:15]=3[C:6]=2[S:5][C:4]=1[C:26]([NH:28][CH2:29][CH2:30][NH:31][CH:32]([CH3:34])[CH3:33])=[O:27]. The yield is 0.690. (2) The reactants are [C:1]([N:4]([C:30]1[CH:35]=[CH:34][C:33]([Cl:36])=[CH:32][CH:31]=1)[C@H:5]1[C:14]2[C:9](=[CH:10][CH:11]=[CH:12][CH:13]=2)[N:8]([C:15]([C:17]2[CH:22]=[CH:21][C:20]([CH2:23][CH2:24][C:25]([O:27]C)=[O:26])=[CH:19][CH:18]=2)=[O:16])[C@@H:7]([CH3:29])[CH2:6]1)(=[O:3])[CH3:2].[OH-].[Na+]. The catalyst is CO.O1CCCC1.O. The product is [C:1]([N:4]([C:30]1[CH:31]=[CH:32][C:33]([Cl:36])=[CH:34][CH:35]=1)[C@H:5]1[C:14]2[C:9](=[CH:10][CH:11]=[CH:12][CH:13]=2)[N:8]([C:15]([C:17]2[CH:22]=[CH:21][C:20]([CH2:23][CH2:24][C:25]([OH:27])=[O:26])=[CH:19][CH:18]=2)=[O:16])[C@@H:7]([CH3:29])[CH2:6]1)(=[O:3])[CH3:2]. The yield is 0.970.